From a dataset of Full USPTO retrosynthesis dataset with 1.9M reactions from patents (1976-2016). Predict the reactants needed to synthesize the given product. (1) Given the product [CH:1]([C:4]1[NH:5][C:6]2[C:11]([CH:12]=1)=[CH:10][C:9]([NH2:13])=[CH:8][CH:7]=2)([CH3:3])[CH3:2], predict the reactants needed to synthesize it. The reactants are: [CH:1]([C:4]1[NH:5][C:6]2[C:11]([CH:12]=1)=[CH:10][C:9]([N+:13]([O-])=O)=[CH:8][CH:7]=2)([CH3:3])[CH3:2]. (2) Given the product [CH2:6]([O:13][N:14]1[C:19](=[O:20])[C:18]2[CH:21]=[C:22]([F:26])[C:23]([N:1]3[CH2:5][CH2:4][CH2:3][CH2:2]3)=[N:24][C:17]=2[N:16]([C:27]2[CH:32]=[CH:31][C:30]([F:33])=[CH:29][C:28]=2[F:34])[C:15]1=[O:35])[C:7]1[CH:12]=[CH:11][CH:10]=[CH:9][CH:8]=1, predict the reactants needed to synthesize it. The reactants are: [NH:1]1[CH2:5][CH2:4][CH2:3][CH2:2]1.[CH2:6]([O:13][N:14]1[C:19](=[O:20])[C:18]2[CH:21]=[C:22]([F:26])[C:23](Cl)=[N:24][C:17]=2[N:16]([C:27]2[CH:32]=[CH:31][C:30]([F:33])=[CH:29][C:28]=2[F:34])[C:15]1=[O:35])[C:7]1[CH:12]=[CH:11][CH:10]=[CH:9][CH:8]=1.C(N(CC)CC)C. (3) Given the product [Cl:1][C:2]1[CH:3]=[C:4]([NH:19][S:29]([C:26]2[CH:25]=[CH:24][C:23]([O:22][C:21]([F:20])([F:33])[F:34])=[CH:28][CH:27]=2)(=[O:31])=[O:30])[CH:5]=[N:6][C:7]=1[O:8][C:9]1[N:10]=[CH:11][C:12]2[C:17]([CH:18]=1)=[CH:16][CH:15]=[CH:14][CH:13]=2, predict the reactants needed to synthesize it. The reactants are: [Cl:1][C:2]1[CH:3]=[C:4]([NH2:19])[CH:5]=[N:6][C:7]=1[O:8][C:9]1[N:10]=[CH:11][C:12]2[C:17]([CH:18]=1)=[CH:16][CH:15]=[CH:14][CH:13]=2.[F:20][C:21]([F:34])([F:33])[O:22][C:23]1[CH:28]=[CH:27][C:26]([S:29](Cl)(=[O:31])=[O:30])=[CH:25][CH:24]=1. (4) The reactants are: [CH3:1][S:2]([C:4]1[CH:5]=[C:6]([CH:11]=[CH:12][CH:13]=1)[C:7]([O:9][CH3:10])=[O:8])=[O:3].FC(F)(F)C([NH2:18])=O.[O-2].[Mg+2].C(O)(=O)C.C(O)(=O)C.IC1C=CC=CC=1.C([O-])([O-])=O.[K+].[K+]. Given the product [CH3:1][S:2]([C:4]1[CH:5]=[C:6]([CH:11]=[CH:12][CH:13]=1)[C:7]([O:9][CH3:10])=[O:8])(=[NH:18])=[O:3], predict the reactants needed to synthesize it.